This data is from Forward reaction prediction with 1.9M reactions from USPTO patents (1976-2016). The task is: Predict the product of the given reaction. (1) Given the reactants [NH:1]1[CH2:5][CH2:4][CH2:3][CH2:2]1.Br[CH2:7][CH2:8][C:9]1[C:17]2[C:12](=[CH:13][CH:14]=[C:15]([F:18])[CH:16]=2)[NH:11][CH:10]=1.[OH-].[Na+].C(Cl)(Cl)Cl, predict the reaction product. The product is: [F:18][C:15]1[CH:16]=[C:17]2[C:12](=[CH:13][CH:14]=1)[NH:11][CH:10]=[C:9]2[CH2:8][CH2:7][N:1]1[CH2:5][CH2:4][CH2:3][CH2:2]1. (2) Given the reactants [C:1]([CH2:6][CH:7]=P(C1C=CC=CC=1)(C1C=CC=CC=1)C1C=CC=CC=1)([O:3][CH2:4][CH3:5])=[O:2].[CH2:27]([O:34][C:35]1[CH:42]=[CH:41][C:38]([CH:39]=O)=[CH:37][CH:36]=1)[C:28]1[CH:33]=[CH:32][CH:31]=[CH:30][CH:29]=1.CCOC(C)=O, predict the reaction product. The product is: [CH2:27]([O:34][C:35]1[CH:42]=[CH:41][C:38](/[CH:39]=[C:6](\[CH3:7])/[C:1]([O:3][CH2:4][CH3:5])=[O:2])=[CH:37][CH:36]=1)[C:28]1[CH:33]=[CH:32][CH:31]=[CH:30][CH:29]=1. (3) Given the reactants [Br:1][C:2]1[CH:15]=[CH:14][C:13]2[C:12]([C:17]3[CH:26]=[CH:25][C:24]4[C:19](=[CH:20][CH:21]=[CH:22][CH:23]=4)[CH:18]=3)(O)[C:11]3[CH:10]=[C:9]4[C:27]5[C:32]([C:33]([CH3:35])([CH3:34])[C:8]4=[CH:7][C:6]=3[C:5]([C:37]3[CH:46]=[CH:45][C:44]4[C:39](=[CH:40][CH:41]=[CH:42][CH:43]=4)[CH:38]=3)(O)[C:4]=2[CH:3]=1)=[CH:31][CH:30]=[CH:29][CH:28]=5.[I-].[K+].[PH2]([O-])=O.[Na+], predict the reaction product. The product is: [Br:1][C:2]1[CH:15]=[CH:14][C:13]2[C:4](=[C:5]([C:37]3[CH:46]=[CH:45][C:44]4[C:39](=[CH:40][CH:41]=[CH:42][CH:43]=4)[CH:38]=3)[C:6]3[CH:7]=[C:8]4[C:33]([CH3:35])([CH3:34])[C:32]5[C:27](=[CH:28][CH:29]=[CH:30][CH:31]=5)[C:9]4=[CH:10][C:11]=3[C:12]=2[C:17]2[CH:26]=[CH:25][C:24]3[C:19](=[CH:20][CH:21]=[CH:22][CH:23]=3)[CH:18]=2)[CH:3]=1. (4) Given the reactants [Br:1][C:2]1[C:3](F)=[C:4]2[C:10]([NH:11][C:12](=[O:21])[C:13]3[CH:18]=[CH:17][CH:16]=[C:15]([O:19][CH3:20])[N:14]=3)=[CH:9][NH:8][C:5]2=[N:6][CH:7]=1.[NH:23]1[CH2:28][CH2:27][CH2:26][C@@H:25]([NH:29][C:30](=[O:36])[O:31][C:32]([CH3:35])([CH3:34])[CH3:33])[CH2:24]1, predict the reaction product. The product is: [Br:1][C:2]1[C:3]([N:23]2[CH2:28][CH2:27][CH2:26][C@@H:25]([NH:29][C:30](=[O:36])[O:31][C:32]([CH3:34])([CH3:33])[CH3:35])[CH2:24]2)=[C:4]2[C:10]([NH:11][C:12](=[O:21])[C:13]3[CH:18]=[CH:17][CH:16]=[C:15]([O:19][CH3:20])[N:14]=3)=[CH:9][NH:8][C:5]2=[N:6][CH:7]=1. (5) Given the reactants [CH:1]1([C:4]2[C:13]3[C:8](=[CH:9][CH:10]=[CH:11][CH:12]=3)[CH:7]=[N:6][CH:5]=2)[CH2:3][CH2:2]1.C1C=C(Cl)C=C(C(OO)=[O:22])C=1, predict the reaction product. The product is: [CH:1]1([C:4]2[C:13]3[C:8](=[CH:9][CH:10]=[CH:11][CH:12]=3)[CH:7]=[N+:6]([O-:22])[CH:5]=2)[CH2:3][CH2:2]1.